From a dataset of Reaction yield outcomes from USPTO patents with 853,638 reactions. Predict the reaction yield, written as a fraction of the theoretical maximum amount of product (1.0 means a 100% yield; for example, 0.34 means a 34% yield). (1) The reactants are [N+:1]([C:4]1[CH:9]=[CH:8][CH:7]=[CH:6][C:5]=1O)([O-:3])=[O:2].[C:11](=[O:14])([O-])[O-].[K+].[K+].ClC[C:19]1[CH:24]=[CH:23][C:22]([CH:25]2[CH2:29][CH2:28][CH2:27][CH2:26]2)=[C:21]([C:30]([F:33])([F:32])[F:31])[CH:20]=1. The catalyst is CC(N(C)C)=O. The product is [CH:25]1([C:22]2[CH:23]=[CH:24][C:19]([CH2:11][O:14][C:7]3[CH:8]=[CH:9][C:4]([N+:1]([O-:3])=[O:2])=[CH:5][CH:6]=3)=[CH:20][C:21]=2[C:30]([F:31])([F:32])[F:33])[CH2:26][CH2:27][CH2:28][CH2:29]1. The yield is 0.850. (2) The reactants are [CH3:1][O:2][C:3]([NH2:5])=N.Cl.C[O:8][C:9](=O)[CH2:10][C:11]#[N:12].[CH3:14][O-].[Na+]. The catalyst is CO. The product is [CH3:1][O:2][CH:3]1[CH2:14][C:11](=[NH:12])[CH2:10][C:9](=[O:8])[NH:5]1. The yield is 0.760. (3) The yield is 0.320. The product is [C:40]([N:36]1[CH2:35][C@@H:34]2[CH2:39][C@H:37]1[CH2:38][N:33]2[CH2:32][C:29]1[CH:30]=[N:31][C:26]([C:24]2[NH:25][C:21]([CH:13]([C:10]3[CH:9]=[CH:8][C:7]([S:4]([CH:1]4[CH2:2][CH2:3]4)(=[O:5])=[O:6])=[CH:12][CH:11]=3)[CH2:14][CH:15]3[CH2:20][CH2:19][O:18][CH2:17][CH2:16]3)=[CH:22][CH:23]=2)=[CH:27][CH:28]=1)(=[O:42])[CH3:41]. The reactants are [CH:1]1([S:4]([C:7]2[CH:12]=[CH:11][C:10]([CH:13]([C:21]3[NH:25][C:24]([C:26]4[N:31]=[CH:30][C:29]([CH2:32][N:33]5[CH2:38][C@@H:37]6[CH2:39][C@H:34]5[CH2:35][NH:36]6)=[CH:28][CH:27]=4)=[CH:23][CH:22]=3)[CH2:14][CH:15]3[CH2:20][CH2:19][O:18][CH2:17][CH2:16]3)=[CH:9][CH:8]=2)(=[O:6])=[O:5])[CH2:3][CH2:2]1.[C:40](Cl)(=[O:42])[CH3:41].C(N(CC)CC)C. The catalyst is ClCCl.C(OCC)(=O)C. (4) The reactants are O[CH2:2][C:3]1[CH:12]=[N:11][C:10]2[N:9]3[CH2:13][CH2:14][S:15][CH2:16][C@H:8]3[C:7](=[O:17])[NH:6][C:5]=2[CH:4]=1.[I-].C(C[P+](C)(C)C)#N.Cl.[Cl:27][C:28]1[CH:29]=[C:30]([CH:36]=[CH:37][C:38]=1[N:39]1[CH2:44][CH2:43][NH:42][CH2:41][CH2:40]1)[C:31]([NH:33][CH2:34][CH3:35])=[O:32].CCN(C(C)C)C(C)C. The catalyst is C(#N)CC.CS(C)=O. The product is [Cl:27][C:28]1[CH:29]=[C:30]([CH:36]=[CH:37][C:38]=1[N:39]1[CH2:40][CH2:41][N:42]([CH2:2][C:3]2[CH:12]=[N:11][C:10]3[N:9]4[CH2:13][CH2:14][S:15][CH2:16][C@H:8]4[C:7](=[O:17])[NH:6][C:5]=3[CH:4]=2)[CH2:43][CH2:44]1)[C:31]([NH:33][CH2:34][CH3:35])=[O:32]. The yield is 0.260. (5) The yield is 0.760. The product is [CH:16]([N:14]1[CH2:15][CH:12]([CH2:11][CH2:10][OH:9])[CH2:13]1)([C:23]1[CH:28]=[CH:27][CH:26]=[CH:25][CH:24]=1)[C:17]1[CH:18]=[CH:19][CH:20]=[CH:21][CH:22]=1. The catalyst is O1CCCC1. The reactants are [H-].[Al+3].[Li+].[H-].[H-].[H-].C([O:9][C:10](=O)[CH:11]=[C:12]1[CH2:15][N:14]([CH:16]([C:23]2[CH:28]=[CH:27][CH:26]=[CH:25][CH:24]=2)[C:17]2[CH:22]=[CH:21][CH:20]=[CH:19][CH:18]=2)[CH2:13]1)C.O.[OH-].[Na+].